This data is from Full USPTO retrosynthesis dataset with 1.9M reactions from patents (1976-2016). The task is: Predict the reactants needed to synthesize the given product. (1) The reactants are: [CH2:1]([O:8][C:9]1[CH:14]=[CH:13][C:12]([C:15]2[CH:20]=[CH:19][C:18]([OH:21])=[C:17]([C:22]([OH:24])=[O:23])[CH:16]=2)=[CH:11][CH:10]=1)[C:2]1[CH:7]=[CH:6][CH:5]=[CH:4][CH:3]=1.C(=O)(O)[O-].[K+].Br[CH2:31][CH2:32][O:33][CH2:34][C:35]1[CH:40]=[CH:39][CH:38]=[CH:37][CH:36]=1. Given the product [CH2:34]([O:33][CH2:32][CH2:31][O:23][C:22]([C:17]1[CH:16]=[C:15]([C:12]2[CH:11]=[CH:10][C:9]([O:8][CH2:1][C:2]3[CH:7]=[CH:6][CH:5]=[CH:4][CH:3]=3)=[CH:14][CH:13]=2)[CH:20]=[CH:19][C:18]=1[OH:21])=[O:24])[C:35]1[CH:40]=[CH:39][CH:38]=[CH:37][CH:36]=1, predict the reactants needed to synthesize it. (2) Given the product [Cl:9][C:4]1[N:5]=[C:6]([Cl:8])[N:7]=[C:2]([N:10]2[CH2:15][CH2:14][CH:13]([C:16]([O:18][CH2:19][CH3:20])=[O:17])[CH2:12][CH2:11]2)[N:3]=1, predict the reactants needed to synthesize it. The reactants are: Cl[C:2]1[N:7]=[C:6]([Cl:8])[N:5]=[C:4]([Cl:9])[N:3]=1.[NH:10]1[CH2:15][CH2:14][CH:13]([C:16]([O:18][CH2:19][CH3:20])=[O:17])[CH2:12][CH2:11]1.C(N(C(C)C)CC)(C)C. (3) The reactants are: [CH3:1][N:2]([CH3:22])[C:3]1[CH:4]=[CH:5][C:6]([NH:9][C:10](=[O:21])[CH2:11][C:12]2[CH:17]=[CH:16][C:15]([OH:18])=[CH:14][C:13]=2[O:19][CH3:20])=[N:7][CH:8]=1.Cl[C:24]1[C:33]2[C:28](=[CH:29][C:30]([O:36][CH3:37])=[C:31]([O:34][CH3:35])[CH:32]=2)[N:27]=[CH:26][N:25]=1.C(=O)([O-])[O-].[K+].[K+]. Given the product [CH3:22][N:2]([CH3:1])[C:3]1[CH:4]=[CH:5][C:6]([NH:9][C:10](=[O:21])[CH2:11][C:12]2[CH:17]=[CH:16][C:15]([O:18][C:24]3[C:33]4[C:28](=[CH:29][C:30]([O:36][CH3:37])=[C:31]([O:34][CH3:35])[CH:32]=4)[N:27]=[CH:26][N:25]=3)=[CH:14][C:13]=2[O:19][CH3:20])=[N:7][CH:8]=1, predict the reactants needed to synthesize it.